Dataset: NCI-60 drug combinations with 297,098 pairs across 59 cell lines. Task: Regression. Given two drug SMILES strings and cell line genomic features, predict the synergy score measuring deviation from expected non-interaction effect. (1) Drug 1: C1=NC2=C(N=C(N=C2N1C3C(C(C(O3)CO)O)O)F)N. Drug 2: CC1=C(C=C(C=C1)NC(=O)C2=CC=C(C=C2)CN3CCN(CC3)C)NC4=NC=CC(=N4)C5=CN=CC=C5. Cell line: MDA-MB-435. Synergy scores: CSS=4.38, Synergy_ZIP=-1.03, Synergy_Bliss=2.59, Synergy_Loewe=-3.05, Synergy_HSA=0.274. (2) Drug 1: CC1=C(C=C(C=C1)NC2=NC=CC(=N2)N(C)C3=CC4=NN(C(=C4C=C3)C)C)S(=O)(=O)N.Cl. Drug 2: CN(CC1=CN=C2C(=N1)C(=NC(=N2)N)N)C3=CC=C(C=C3)C(=O)NC(CCC(=O)O)C(=O)O. Cell line: SN12C. Synergy scores: CSS=5.77, Synergy_ZIP=-5.99, Synergy_Bliss=-4.88, Synergy_Loewe=-4.70, Synergy_HSA=-3.96. (3) Drug 1: C1CN1P(=S)(N2CC2)N3CC3. Drug 2: CC1=C(C=C(C=C1)C(=O)NC2=CC(=CC(=C2)C(F)(F)F)N3C=C(N=C3)C)NC4=NC=CC(=N4)C5=CN=CC=C5. Cell line: MALME-3M. Synergy scores: CSS=6.35, Synergy_ZIP=-0.816, Synergy_Bliss=0.0992, Synergy_Loewe=-2.79, Synergy_HSA=-3.25.